This data is from Reaction yield outcomes from USPTO patents with 853,638 reactions. The task is: Predict the reaction yield, written as a fraction of the theoretical maximum amount of product (1.0 means a 100% yield; for example, 0.34 means a 34% yield). The reactants are [CH2:1]([O:3][C:4](=[O:15])[C:5](=O)[CH2:6][C:7]([C:9]1[O:10][CH:11]=[CH:12][CH:13]=1)=[O:8])[CH3:2].Cl.[NH2:17]O. No catalyst specified. The product is [CH2:1]([O:3][C:4]([C:5]1[CH:6]=[C:7]([C:9]2[O:10][CH:11]=[CH:12][CH:13]=2)[O:8][N:17]=1)=[O:15])[CH3:2]. The yield is 0.770.